Dataset: Forward reaction prediction with 1.9M reactions from USPTO patents (1976-2016). Task: Predict the product of the given reaction. (1) Given the reactants C[O:2][C:3](=O)/[CH:4]=[CH:5]/[C:6]1[CH:11]=[CH:10][C:9]([CH2:12][N:13]2[C:17]3=[N:18][C:19]([CH3:23])=[CH:20][C:21]([CH3:22])=[C:16]3[N:15]=[C:14]2[CH2:24][CH2:25][CH3:26])=[CH:8][CH:7]=1.CC(C[AlH]CC(C)C)C, predict the reaction product. The product is: [CH3:23][C:19]1[N:18]=[C:17]2[N:13]([CH2:12][C:9]3[CH:8]=[CH:7][C:6](/[CH:5]=[CH:4]/[CH2:3][OH:2])=[CH:11][CH:10]=3)[C:14]([CH2:24][CH2:25][CH3:26])=[N:15][C:16]2=[C:21]([CH3:22])[CH:20]=1. (2) Given the reactants [S:1]1[CH:5]=[CH:4][N:3]=[C:2]1[NH2:6].C[Si](CCOCCl)(C)C.[CH3:16][O:17][C:18]1[CH:23]=[C:22]([C:24]([F:27])([F:26])[F:25])[CH:21]=[CH:20][C:19]=1[C:28]1[C:37]2[C:32](=[CH:33][C:34]([S:38](Cl)(=[O:40])=[O:39])=[CH:35][CH:36]=2)[CH:31]=[N:30][N:29]=1.CN1C=CN=C1, predict the reaction product. The product is: [CH3:16][O:17][C:18]1[CH:23]=[C:22]([C:24]([F:25])([F:26])[F:27])[CH:21]=[CH:20][C:19]=1[C:28]1[C:37]2[C:32](=[CH:33][C:34]([S:38]([NH:6][C:2]3[S:1][CH:5]=[CH:4][N:3]=3)(=[O:40])=[O:39])=[CH:35][CH:36]=2)[CH:31]=[N:30][N:29]=1.